This data is from TAP: 5 developability metrics (CDR length, charge patches, hydrophobicity). The task is: Multi-output Regression. Predict 5 antibody developability metrics. The antibody is ["['EVQLVQSGAEVKKPGESLKISCKGSGYSFSNYWIGWVRQMPGKGLEWMGIIDPSNSYTRYSPSFQGQVTISADKSISTAYLQWSSLKASDTAMYYCARWYYKPFDVWGQGTLVTVSS'\\n 'QSVLTQPPSVSGAPGQRVTISCTGSSSNIGSGYDVHWYQQLPGTAPKLLIYGNSKRPSGVPDRFSGSKSGTSASLAITGLQSEDEADYYCASWTDGLSLVVFGGGTKLTVL']"]. Developability metrics: CDR_Length=49.0, PSH=139, PPC=1.14, PNC=0, SFvCSP=2.20.